Task: Regression. Given a target protein amino acid sequence and a drug SMILES string, predict the binding affinity score between them. We predict pIC50 (pIC50 = -log10(IC50 in M); higher means more potent). Dataset: bindingdb_ic50.. Dataset: Drug-target binding data from BindingDB using IC50 measurements The pIC50 is 4.2. The drug is O=c1nc2n(-c3ccccc3)c3ccccc3cc-2c(=O)[nH]1. The target protein sequence is MASGSSSDAAEPAGPAGRAASAPEAAQAEEDRVKRRRLQCLGFALVGGCDPTMVPSVLRENDWQTQKALSAYFELPENDQGWPRQPPTSFKSEAYVDLTNEDANDTTILEASPSGTPLEDSSTISFITWNIDGLDGCNLPERARGVCSCLALYSPDVVFLQEVIPPYCAYLKKRAASYTIITGNEEGYFTAILLKKGRVKFKSQEIIPFPNTKMMRNLLCVNVSLGGNEFCLMTSHLESTRGHAAERIRQLKTVLGKMQEAPDSTTVIFAGDTNLRDREVTRCGGLPDNVFDAWEFLGKPKHCQYTWDTKANNNLGITAACKLRFDRIFFRAEEGHLIPQSLDLVGLEKLDCGRFPSDHWGLLCTLNVVL.